Dataset: Peptide-MHC class II binding affinity with 134,281 pairs from IEDB. Task: Regression. Given a peptide amino acid sequence and an MHC pseudo amino acid sequence, predict their binding affinity value. This is MHC class II binding data. (1) The peptide sequence is VSEALRIIAGTLEVH. The MHC is HLA-DQA10102-DQB10602 with pseudo-sequence HLA-DQA10102-DQB10602. The binding affinity (normalized) is 0.578. (2) The peptide sequence is TNHLSKCQFDHVNTL. The MHC is DRB1_0701 with pseudo-sequence DRB1_0701. The binding affinity (normalized) is 0.398.